Task: Predict which catalyst facilitates the given reaction.. Dataset: Catalyst prediction with 721,799 reactions and 888 catalyst types from USPTO Reactant: [Cl-].C([NH:5][C:6]1[CH:25]=[CH:24][C:9]([NH:10][C:11]2[C:20]3[C:15](=[CH:16][CH:17]=C([N+]([O-])=O)[CH:19]=3)[NH+:14]=[CH:13][CH:12]=2)=[CH:8][CH:7]=1)(=O)C.[C:26]([C:29]1[CH:30]=[C:31]([CH:35]=[CH:36][CH:37]=1)[C:32]([OH:34])=O)(=[O:28])[CH3:27].CCN=C=NCCCN(C)C.C(Cl)[Cl:50].CO.[CH3:54][N:55]([CH:57]=O)[CH3:56]. Product: [Cl-:50].[C:26]([C:29]1[CH:30]=[C:31]([CH:35]=[CH:36][CH:37]=1)[C:32]([NH:5][C:6]1[CH:25]=[CH:24][C:9]([NH:10][C:11]2[C:20]3[C:15](=[CH:16][CH:17]=[C:57]([N:55]([CH3:56])[CH3:54])[CH:19]=3)[NH+:14]=[CH:13][CH:12]=2)=[CH:8][CH:7]=1)=[O:34])(=[O:28])[CH3:27]. The catalyst class is: 142.